From a dataset of Forward reaction prediction with 1.9M reactions from USPTO patents (1976-2016). Predict the product of the given reaction. (1) Given the reactants [Cl:1][C:2]1[C:7]([CH:8]=[O:9])=[CH:6][CH:5]=[C:4](Cl)[N:3]=1.[CH3:11][O:12][C:13](=[O:21])[C:14]1[CH:19]=[CH:18][C:17]([OH:20])=[CH:16][CH:15]=1.C([O-])([O-])=O.[K+].[K+], predict the reaction product. The product is: [CH3:11][O:12][C:13](=[O:21])[C:14]1[CH:19]=[CH:18][C:17]([O:20][C:4]2[CH:5]=[CH:6][C:7]([CH:8]=[O:9])=[C:2]([Cl:1])[N:3]=2)=[CH:16][CH:15]=1. (2) Given the reactants [CH2:1]([O:8][C:9]1[CH:16]=[CH:15][C:14]([OH:17])=[CH:13][C:10]=1[CH:11]=[O:12])[C:2]1[CH:7]=[CH:6][CH:5]=[CH:4][CH:3]=1.CN(C)C=O.[H-].[Na+].[CH3:25][O:26][CH2:27]Cl, predict the reaction product. The product is: [CH2:1]([O:8][C:9]1[CH:16]=[CH:15][C:14]([O:17][CH2:25][O:26][CH3:27])=[CH:13][C:10]=1[CH:11]=[O:12])[C:2]1[CH:3]=[CH:4][CH:5]=[CH:6][CH:7]=1. (3) Given the reactants [CH2:1]([O:3][C:4]([C:6]1[C:7]([OH:29])=[C:8]2[C:14](Br)=[C:13]([C:16]3[CH:21]=[CH:20][C:19]([F:22])=[CH:18][CH:17]=3)[N:12]([C:23]3[CH:28]=[CH:27][CH:26]=[CH:25][CH:24]=3)[C:9]2=[CH:10][N:11]=1)=[O:5])[CH3:2].[C:30]1([Sn](CCCC)(CCCC)CCCC)[CH:35]=[CH:34][CH:33]=[CH:32][CH:31]=1, predict the reaction product. The product is: [CH2:1]([O:3][C:4]([C:6]1[C:7]([OH:29])=[C:8]2[C:14]([C:30]3[CH:35]=[CH:34][CH:33]=[CH:32][CH:31]=3)=[C:13]([C:16]3[CH:21]=[CH:20][C:19]([F:22])=[CH:18][CH:17]=3)[N:12]([C:23]3[CH:28]=[CH:27][CH:26]=[CH:25][CH:24]=3)[C:9]2=[CH:10][N:11]=1)=[O:5])[CH3:2]. (4) Given the reactants [CH3:1][S:2][C:3]1[C:4]2[NH:11][N:10]=[CH:9][C:5]=2[N:6]=[CH:7][N:8]=1.[C:12]([O:20][CH2:21][CH2:22]I)(=[O:19])[C:13]1[CH:18]=[CH:17][CH:16]=[CH:15][CH:14]=1.C(=O)([O-])[O-].[K+].[K+].O, predict the reaction product. The product is: [C:12]([O:20][CH2:21][CH2:22][N:11]1[C:4]2[C:3]([S:2][CH3:1])=[N:8][CH:7]=[N:6][C:5]=2[CH:9]=[N:10]1)(=[O:19])[C:13]1[CH:18]=[CH:17][CH:16]=[CH:15][CH:14]=1.[C:12]([O:20][CH2:21][CH2:22][N:10]1[CH:9]=[C:5]2[N:6]=[CH:7][N:8]=[C:3]([S:2][CH3:1])[C:4]2=[N:11]1)(=[O:19])[C:13]1[CH:18]=[CH:17][CH:16]=[CH:15][CH:14]=1. (5) Given the reactants [Br:1][C:2]1[CH:11]=[CH:10][C:9](I)=[CH:8][C:3]=1[C:4]([O:6][CH3:7])=[O:5].[CH3:13][C:14]1[CH:15]=[C:16](B(O)O)[CH:17]=[N:18][CH:19]=1.C([O-])([O-])=O.[Cs+].[Cs+], predict the reaction product. The product is: [Br:1][C:2]1[CH:11]=[CH:10][C:9]([C:16]2[CH:17]=[N:18][CH:19]=[C:14]([CH3:13])[CH:15]=2)=[CH:8][C:3]=1[C:4]([O:6][CH3:7])=[O:5]. (6) Given the reactants [Cl:1][C:2]1[N:7]=[CH:6][C:5]([NH2:8])=[C:4]([I:9])[CH:3]=1.[Si]([O:17][CH2:18][CH:19]=O)(C(C)(C)C)(C)C.FC(F)(F)C(O)=O.[BH3-]C#N.[Na+], predict the reaction product. The product is: [Cl:1][C:2]1[N:7]=[CH:6][C:5]([NH:8][CH2:19][CH2:18][OH:17])=[C:4]([I:9])[CH:3]=1. (7) Given the reactants Br[C:2]1[CH:3]=[C:4]([C@@:9]([NH:31][C:32](=[O:44])[C:33]2[CH:38]=[CH:37][C:36]([F:39])=[C:35]([C:40]([F:43])([F:42])[F:41])[CH:34]=2)([C:17]2[CH:22]=[C:21]([O:23][C:24]([F:29])([F:28])[CH:25]([F:27])[F:26])[CH:20]=[C:19]([F:30])[CH:18]=2)[CH2:10][C:11]2[CH:16]=[CH:15][CH:14]=[CH:13][CH:12]=2)[CH:5]=[CH:6][C:7]=1[F:8].C1COCC1.[CH:67]1(P([CH:63]2[CH2:68][CH2:67][CH2:66][CH2:65]C2)[CH:67]2[CH2:68][CH2:63]C[CH2:65][CH2:66]2)[CH2:68][CH2:63]C[CH2:65][CH2:66]1.[Br-].C1([Zn+])CCCC1, predict the reaction product. The product is: [CH:65]1([C:2]2[CH:3]=[C:4]([C@@:9]([NH:31][C:32](=[O:44])[C:33]3[CH:38]=[CH:37][C:36]([F:39])=[C:35]([C:40]([F:43])([F:41])[F:42])[CH:34]=3)([C:17]3[CH:22]=[C:21]([O:23][C:24]([F:29])([F:28])[CH:25]([F:27])[F:26])[CH:20]=[C:19]([F:30])[CH:18]=3)[CH2:10][C:11]3[CH:12]=[CH:13][CH:14]=[CH:15][CH:16]=3)[CH:5]=[CH:6][C:7]=2[F:8])[CH2:66][CH2:67][CH2:68][CH2:63]1.